This data is from Catalyst prediction with 721,799 reactions and 888 catalyst types from USPTO. The task is: Predict which catalyst facilitates the given reaction. (1) Reactant: C([N:5]1[C:9]([CH3:10])=[CH:8][C:7]([NH:11][C:12]2[C:21]3[C:16](=[CH:17][CH:18]=[CH:19][CH:20]=3)[C:15](=[O:22])[N:14]([C:23]3[CH:28]=[CH:27][C:26]([C:29]4[CH:34]=[CH:33][CH:32]=[CH:31][C:30]=4[CH3:35])=[CH:25][CH:24]=3)[N:13]=2)=[N:6]1)(C)(C)C. Product: [CH3:35][C:30]1[CH:31]=[CH:32][CH:33]=[CH:34][C:29]=1[C:26]1[CH:25]=[CH:24][C:23]([N:14]2[N:13]=[C:12]([NH:11][C:7]3[CH:8]=[C:9]([CH3:10])[NH:5][N:6]=3)[C:21]3[C:16](=[CH:17][CH:18]=[CH:19][CH:20]=3)[C:15]2=[O:22])=[CH:28][CH:27]=1. The catalyst class is: 106. (2) Reactant: [N+:1]([C:4]1[CH:12]=[CH:11][CH:10]=[C:9]2[C:5]=1[CH:6]=[N:7][NH:8]2)([O-])=O.[H][H]. Product: [NH:8]1[C:9]2[C:5](=[C:4]([NH2:1])[CH:12]=[CH:11][CH:10]=2)[CH:6]=[N:7]1. The catalyst class is: 63. (3) Reactant: [CH3:1][C:2]1[C:6]([C:7]([O:9]C)=[O:8])=[CH:5][NH:4][N:3]=1.[OH-].[Na+].Cl. Product: [CH3:1][C:2]1[C:6]([C:7]([OH:9])=[O:8])=[CH:5][NH:4][N:3]=1. The catalyst class is: 192. (4) The catalyst class is: 37. Product: [I:7][C:8]1[CH:9]=[C:10]2[C:14](=[CH:15][CH:16]=1)[N:13]([C:17]1[CH:18]=[C:19]([CH:23]=[CH:24][CH:25]=1)[C:20]([O:22][CH2:27][CH:28]([CH3:30])[CH3:29])=[O:21])[N:12]=[CH:11]2. Reactant: C(=O)([O-])[O-].[Na+].[Na+].[I:7][C:8]1[CH:9]=[C:10]2[C:14](=[CH:15][CH:16]=1)[N:13]([C:17]1[CH:18]=[C:19]([CH:23]=[CH:24][CH:25]=1)[C:20]([OH:22])=[O:21])[N:12]=[CH:11]2.Br[CH2:27][CH:28]([CH3:30])[CH3:29]. (5) Reactant: [CH3:1][O:2][C:3]1[CH:18]=[CH:17][C:6]([CH2:7][NH:8][C:9]2[CH:10]=[C:11]([CH:14]=[CH:15][N:16]=2)[C:12]#[N:13])=[CH:5][CH:4]=1. Product: [NH2:13][CH2:12][C:11]1[CH:14]=[CH:15][N:16]=[C:9]([NH:8][CH2:7][C:6]2[CH:5]=[CH:4][C:3]([O:2][CH3:1])=[CH:18][CH:17]=2)[CH:10]=1. The catalyst class is: 50. (6) Reactant: [CH2:1]([O:3][CH2:4][CH2:5][O:6][C:7]1[CH:12]=[CH:11][C:10]([CH2:13][CH2:14][Ge:15]([CH3:32])([CH3:31])[C:16]2[S:20][C:19]([Si](C)(C)C)=[C:18]([CH2:25][CH2:26][CH2:27][CH2:28][CH2:29][CH3:30])[CH:17]=2)=[CH:9][CH:8]=1)[CH3:2].[F-]. Product: [CH2:1]([O:3][CH2:4][CH2:5][O:6][C:7]1[CH:8]=[CH:9][C:10]([CH2:13][CH2:14][Ge:15]([C:16]2[S:20][CH:19]=[C:18]([CH2:25][CH2:26][CH2:27][CH2:28][CH2:29][CH3:30])[CH:17]=2)([CH3:31])[CH3:32])=[CH:11][CH:12]=1)[CH3:2]. The catalyst class is: 3. (7) Reactant: Cl.[NH2:2][N:3]1[CH2:9][C:7](=[O:8])[NH:6][C:4]1=[O:5].[N:10]1[C:17]([Cl:18])=[N:16][C:14](Cl)=[N:13][C:11]=1[Cl:12].C(=O)(O)[O-].[Na+]. Product: [Cl:12][C:11]1[N:10]=[C:17]([Cl:18])[N:16]=[C:14]([NH:2][N:3]2[CH2:9][C:7](=[O:8])[NH:6][C:4]2=[O:5])[N:13]=1. The catalyst class is: 10. (8) Reactant: [F:1][C:2]1[C:19]([NH:20][S:21]([CH2:24][CH2:25][CH3:26])(=[O:23])=[O:22])=[CH:18][CH:17]=[C:16]([F:27])[C:3]=1[C:4]([NH:6][C:7]1[CH:8]=[C:9]2[CH:15]=[CH:14][NH:13][C:10]2=[N:11][CH:12]=1)=[O:5].[Cl:28]N1C(=O)CCC1=O. Product: [Cl:28][C:15]1[C:9]2[C:10](=[N:11][CH:12]=[C:7]([NH:6][C:4](=[O:5])[C:3]3[C:16]([F:27])=[CH:17][CH:18]=[C:19]([NH:20][S:21]([CH2:24][CH2:25][CH3:26])(=[O:23])=[O:22])[C:2]=3[F:1])[CH:8]=2)[NH:13][CH:14]=1. The catalyst class is: 3. (9) Reactant: [Cl:1][C:2]1[CH:3]=[C:4]2[C:8](=[C:9]([NH:11][CH:12]3[CH2:17][CH2:16][O:15][CH2:14][CH2:13]3)[CH:10]=1)[NH:7][C:6]([C:18]1[S:19][CH2:20][C@@H:21]([CH2:23][C:24](O)=[O:25])[N:22]=1)=[CH:5]2.CN.C(Cl)CCl.C1C=CC2N(O)N=[N:39][C:37]=2C=1.C(=O)(O)[O-].[Na+]. Product: [Cl:1][C:2]1[CH:3]=[C:4]2[C:8](=[C:9]([NH:11][CH:12]3[CH2:13][CH2:14][O:15][CH2:16][CH2:17]3)[CH:10]=1)[NH:7][C:6]([C:18]1[S:19][CH2:20][C@@H:21]([CH2:23][C:24]([NH:39][CH3:37])=[O:25])[N:22]=1)=[CH:5]2. The catalyst class is: 9. (10) Reactant: [N:1]1([CH2:7][CH2:8][N:9]2[CH2:14][CH2:13][S:12][C:11]3[CH:15]=[C:16]([NH:19][C:20]([C:22]4[S:23][CH:24]=[CH:25][CH:26]=4)=[NH:21])[CH:17]=[CH:18][C:10]2=3)[CH2:6][CH2:5][CH2:4][CH2:3][CH2:2]1.[ClH:27]. Product: [ClH:27].[ClH:27].[N:1]1([CH2:7][CH2:8][N:9]2[CH2:14][CH2:13][S:12][C:11]3[CH:15]=[C:16]([NH:19][C:20]([C:22]4[S:23][CH:24]=[CH:25][CH:26]=4)=[NH:21])[CH:17]=[CH:18][C:10]2=3)[CH2:6][CH2:5][CH2:4][CH2:3][CH2:2]1. The catalyst class is: 5.